Dataset: Peptide-MHC class I binding affinity with 185,985 pairs from IEDB/IMGT. Task: Regression. Given a peptide amino acid sequence and an MHC pseudo amino acid sequence, predict their binding affinity value. This is MHC class I binding data. (1) The peptide sequence is YTAVVPLVY. The MHC is HLA-A33:01 with pseudo-sequence HLA-A33:01. The binding affinity (normalized) is 0.0143. (2) The peptide sequence is ETAIRAGYSI. The MHC is HLA-A02:01 with pseudo-sequence HLA-A02:01. The binding affinity (normalized) is 0.196. (3) The peptide sequence is ELDEIGEDV. The MHC is HLA-B46:01 with pseudo-sequence HLA-B46:01. The binding affinity (normalized) is 0.0847.